This data is from Full USPTO retrosynthesis dataset with 1.9M reactions from patents (1976-2016). The task is: Predict the reactants needed to synthesize the given product. (1) Given the product [Cl:1][C:2]1[CH:3]=[CH:4][C:5]([C@H:8]2[N:15]3[C:11]([S:12][C:13]([C:19]([N:29]4[CH2:41][CH2:40][CH2:39][C@H:30]4[C:31]([N:33]4[CH2:34][CH2:35][O:36][CH2:37][CH2:38]4)=[O:32])=[O:21])=[C:14]3[CH:16]([CH3:18])[CH3:17])=[N:10][C@@:9]2([CH3:28])[C:22]2[CH:27]=[CH:26][CH:25]=[CH:24][CH:23]=2)=[CH:6][CH:7]=1, predict the reactants needed to synthesize it. The reactants are: [Cl:1][C:2]1[CH:7]=[CH:6][C:5]([C@H:8]2[N:15]3[C:11]([S:12][C:13]([C:19]([OH:21])=O)=[C:14]3[CH:16]([CH3:18])[CH3:17])=[N:10][C@@:9]2([CH3:28])[C:22]2[CH:27]=[CH:26][CH:25]=[CH:24][CH:23]=2)=[CH:4][CH:3]=1.[NH:29]1[CH2:41][CH2:40][CH2:39][C@H:30]1[C:31]([N:33]1[CH2:38][CH2:37][O:36][CH2:35][CH2:34]1)=[O:32]. (2) Given the product [F:32][C:31]1[CH:30]=[CH:29][CH:28]=[C:27]([F:33])[C:26]=1[N:21]1[C:4]2[N:5]=[C:6]([N:8]3[CH2:13][CH2:12][CH:11]([N:14]4[CH2:19][CH2:18][CH:17]([CH3:20])[CH2:16][CH2:15]4)[CH2:10][CH2:9]3)[N:7]=[C:2]([C:36]3[CH:37]=[C:38]([CH:42]=[CH:43][C:35]=3[CH3:34])[C:39]([OH:41])=[O:40])[C:3]=2[CH:24]=[CH:23][C:22]1=[O:25], predict the reactants needed to synthesize it. The reactants are: Cl[C:2]1[C:3]2[CH:24]=[CH:23][C:22](=[O:25])[N:21]([C:26]3[C:31]([F:32])=[CH:30][CH:29]=[CH:28][C:27]=3[F:33])[C:4]=2[N:5]=[C:6]([N:8]2[CH2:13][CH2:12][CH:11]([N:14]3[CH2:19][CH2:18][CH:17]([CH3:20])[CH2:16][CH2:15]3)[CH2:10][CH2:9]2)[N:7]=1.[CH3:34][C:35]1[CH:43]=[CH:42][C:38]([C:39]([OH:41])=[O:40])=[CH:37][C:36]=1B1OC(C)(C)C(C)(C)O1.C(=O)([O-])[O-].[K+].[K+]. (3) Given the product [I:16][C:6]1[CH:7]=[CH:8][C:3]([O:2][CH3:1])=[CH:4][C:5]=1[CH2:9][CH2:10][C:11]([O:13][CH2:14][CH3:15])=[O:12], predict the reactants needed to synthesize it. The reactants are: [CH3:1][O:2][C:3]1[CH:4]=[C:5]([CH2:9][CH2:10][C:11]([O:13][CH2:14][CH3:15])=[O:12])[CH:6]=[CH:7][CH:8]=1.[I:16]I.C([P+](C1C=CC=CC=1)(C1C=CC=CC=1)C1C=CC=CC=1)CCC. (4) Given the product [C:29]([C:32]1[CH:33]=[C:34]([C:38]2[N:12]([CH2:27][C:20]3[C:19]4[C:24](=[CH:25][CH:26]=[C:17]([Cl:16])[CH:18]=4)[N:23]=[CH:22][CH:21]=3)[N:11]=[C:10]3[C:9]=2[C:8](=[O:13])[N:7]([CH3:14])[C:6](=[O:15])[N:5]3[CH2:4][CH:1]2[CH2:2][CH2:3]2)[N:35]([CH3:37])[CH:36]=1)(=[O:31])[CH3:30], predict the reactants needed to synthesize it. The reactants are: [CH:1]1([CH2:4][N:5]2[C:10]([NH:11][NH2:12])=[CH:9][C:8](=[O:13])[N:7]([CH3:14])[C:6]2=[O:15])[CH2:3][CH2:2]1.[Cl:16][C:17]1[CH:18]=[C:19]2[C:24](=[CH:25][CH:26]=1)[N:23]=[CH:22][CH:21]=[C:20]2[CH:27]=O.[C:29]([C:32]1[CH:33]=[C:34]([CH:38]=O)[N:35]([CH3:37])[CH:36]=1)(=[O:31])[CH3:30]. (5) Given the product [Cl:2][C:3]1[CH:4]=[C:5]2[C:9](=[CH:10][CH:11]=1)[NH:8][CH:7]=[C:6]2[CH2:12][CH2:13][NH:14][C:60]([CH:57]1[CH2:58][CH2:59][N:55]([C:50]2[CH:51]=[CH:52][CH:53]=[CH:54][C:49]=2[F:48])[C:56]1=[O:63])=[O:61], predict the reactants needed to synthesize it. The reactants are: Cl.[Cl:2][C:3]1[CH:4]=[C:5]2[C:9](=[CH:10][CH:11]=1)[NH:8][CH:7]=[C:6]2[CH2:12][CH2:13][NH2:14].C1CN([P+](ON2N=NC3C=CC=CC2=3)(N2CCCC2)N2CCCC2)CC1.F[P-](F)(F)(F)(F)F.[F:48][C:49]1[CH:54]=[CH:53][CH:52]=[CH:51][C:50]=1[N:55]1[CH2:59][CH2:58][CH:57]([C:60](O)=[O:61])[C:56]1=[O:63]. (6) Given the product [CH3:28][S:29]([O:20][CH2:19][CH2:18][C:4]1[CH:5]=[CH:6][C:7]([O:8][CH2:9][C:10]2[CH:15]=[CH:14][C:13]([O:16][CH3:17])=[CH:12][CH:11]=2)=[C:2]([Cl:1])[CH:3]=1)(=[O:31])=[O:30], predict the reactants needed to synthesize it. The reactants are: [Cl:1][C:2]1[CH:3]=[C:4]([CH2:18][CH2:19][OH:20])[CH:5]=[CH:6][C:7]=1[O:8][CH2:9][C:10]1[CH:15]=[CH:14][C:13]([O:16][CH3:17])=[CH:12][CH:11]=1.C(N(CC)CC)C.[CH3:28][S:29](Cl)(=[O:31])=[O:30]. (7) Given the product [CH3:1][CH:2]([CH3:26])[CH:3]([C:9]([C:11]1[CH:25]=[CH:24][C:14]2[N:15]=[C:16]([C:18]3[CH:23]=[CH:22][CH:21]=[CH:20][CH:19]=3)[O:17][C:13]=2[CH:12]=1)=[O:10])[CH2:4][C:5]([OH:7])=[O:6], predict the reactants needed to synthesize it. The reactants are: [CH3:1][CH:2]([CH3:26])[CH:3]([C:9]([C:11]1[CH:25]=[CH:24][C:14]2[N:15]=[C:16]([C:18]3[CH:23]=[CH:22][CH:21]=[CH:20][CH:19]=3)[O:17][C:13]=2[CH:12]=1)=[O:10])[CH2:4][C:5]([O:7]C)=[O:6].[OH-].[Li+].O.Cl. (8) Given the product [CH2:1]([O:3][C:4]1[C:12]2[C:11](=[O:13])[N:10]([C:14]3[CH:19]=[CH:18][C:17]([CH2:20][C:21]([OH:23])=[O:22])=[CH:16][CH:15]=3)[C:9](=[O:26])[C:8]=2[C:7]([O:27][CH2:28][C:29]2[CH:34]=[CH:33][CH:32]=[CH:31][CH:30]=2)=[C:6]2[CH:35]=[CH:36][CH:37]=[CH:38][C:5]=12)[CH3:2], predict the reactants needed to synthesize it. The reactants are: [CH2:1]([O:3][C:4]1[C:12]2[C:11](=[O:13])[N:10]([C:14]3[CH:19]=[CH:18][C:17]([CH2:20][C:21]([O:23]CC)=[O:22])=[CH:16][CH:15]=3)[C:9](=[O:26])[C:8]=2[C:7]([O:27][CH2:28][C:29]2[CH:34]=[CH:33][CH:32]=[CH:31][CH:30]=2)=[C:6]2[CH:35]=[CH:36][CH:37]=[CH:38][C:5]=12)[CH3:2].C(O)(=O)C.Cl.